Dataset: Forward reaction prediction with 1.9M reactions from USPTO patents (1976-2016). Task: Predict the product of the given reaction. (1) Given the reactants [N:1]1[CH:6]=[CH:5][CH:4]=[C:3]([CH2:7][NH:8][C:9]([C:11]2[N:20]3[C:14]([CH2:15][N:16]([C:25]([C:27]4[CH:32]=[CH:31][C:30]([C:33]5[CH:38]=[CH:37][CH:36]=[CH:35][C:34]=5[CH2:39][C:40]([O:42]C)=[O:41])=[CH:29][CH:28]=4)=[O:26])[C:17]4[CH:24]=[CH:23][CH:22]=[CH:21][C:18]=4[CH2:19]3)=[CH:13][CH:12]=2)=[O:10])[CH:2]=1.CO.O.[OH-].[Li+], predict the reaction product. The product is: [N:1]1[CH:6]=[CH:5][CH:4]=[C:3]([CH2:7][NH:8][C:9]([C:11]2[N:20]3[C:14]([CH2:15][N:16]([C:25]([C:27]4[CH:32]=[CH:31][C:30]([C:33]5[CH:38]=[CH:37][CH:36]=[CH:35][C:34]=5[CH2:39][C:40]([OH:42])=[O:41])=[CH:29][CH:28]=4)=[O:26])[C:17]4[CH:24]=[CH:23][CH:22]=[CH:21][C:18]=4[CH2:19]3)=[CH:13][CH:12]=2)=[O:10])[CH:2]=1. (2) The product is: [CH3:1][O:2][C:3](=[O:21])[C:4]1[C:9]([CH2:28][CH3:29])=[CH:8][C:7]([C:11]2[C:16]([CH2:17][CH3:18])=[CH:15][CH:14]=[CH:13][C:12]=2[CH2:19][CH3:20])=[N:6][CH:5]=1. Given the reactants [CH3:1][O:2][C:3](=[O:21])[C:4]1[C:9](Cl)=[CH:8][C:7]([C:11]2[C:16]([CH2:17][CH3:18])=[CH:15][CH:14]=[CH:13][C:12]=2[CH2:19][CH3:20])=[N:6][CH:5]=1.C([O-])([O-])=O.[Na+].[Na+].[CH3:28][CH2:29]CCCC, predict the reaction product. (3) Given the reactants [H-].[Na+].[C:3]1(=[O:10])[CH2:9][CH2:8][CH2:7][CH2:6][CH2:5][CH2:4]1.Cl[CH2:12][C:13]([O:15]COC)=[CH2:14], predict the reaction product. The product is: [O:15]=[C:13]([CH3:14])[CH2:12][CH:4]1[CH2:5][CH2:6][CH2:7][CH2:8][CH2:9][C:3]1=[O:10]. (4) The product is: [Cl:1][C:2]1[C:11]2[C:6](=[CH:7][CH:8]=[C:9]([C:12]([OH:14])=[O:13])[CH:10]=2)[C:5]([Cl:17])=[CH:4][N:3]=1. Given the reactants [Cl:1][C:2]1[C:11]2[C:6](=[CH:7][CH:8]=[C:9]([C:12]([O:14]CC)=[O:13])[CH:10]=2)[C:5]([Cl:17])=[CH:4][N:3]=1.[OH-].[Na+].CCO.Cl, predict the reaction product.